This data is from CYP3A4 inhibition data for predicting drug metabolism from PubChem BioAssay. The task is: Regression/Classification. Given a drug SMILES string, predict its absorption, distribution, metabolism, or excretion properties. Task type varies by dataset: regression for continuous measurements (e.g., permeability, clearance, half-life) or binary classification for categorical outcomes (e.g., BBB penetration, CYP inhibition). Dataset: cyp3a4_veith. (1) The molecule is c1cncc(-c2cncnc2NC2CCNCC2)c1. The result is 0 (non-inhibitor). (2) The molecule is O=C(O)c1cc(-c2ccc3cc4c(cc3c2)OCO4)nc2ccccc12. The result is 0 (non-inhibitor). (3) The molecule is CC(C)N1CCN(c2ccncc2S(=O)(=O)N2CCCCC2)CC1. The result is 1 (inhibitor).